From a dataset of NCI-60 drug combinations with 297,098 pairs across 59 cell lines. Regression. Given two drug SMILES strings and cell line genomic features, predict the synergy score measuring deviation from expected non-interaction effect. (1) Drug 1: CN(C)N=NC1=C(NC=N1)C(=O)N. Drug 2: CC1=C2C(C(=O)C3(C(CC4C(C3C(C(C2(C)C)(CC1OC(=O)C(C(C5=CC=CC=C5)NC(=O)C6=CC=CC=C6)O)O)OC(=O)C7=CC=CC=C7)(CO4)OC(=O)C)O)C)OC(=O)C. Cell line: A498. Synergy scores: CSS=5.39, Synergy_ZIP=-6.34, Synergy_Bliss=-6.09, Synergy_Loewe=-17.8, Synergy_HSA=-6.46. (2) Drug 1: CC1C(C(CC(O1)OC2CC(CC3=C2C(=C4C(=C3O)C(=O)C5=C(C4=O)C(=CC=C5)OC)O)(C(=O)CO)O)N)O.Cl. Drug 2: C1CN(CCN1C(=O)CCBr)C(=O)CCBr. Cell line: RXF 393. Synergy scores: CSS=4.56, Synergy_ZIP=-0.247, Synergy_Bliss=1.94, Synergy_Loewe=-1.25, Synergy_HSA=-0.0866. (3) Drug 1: CS(=O)(=O)OCCCCOS(=O)(=O)C. Drug 2: C1C(C(OC1N2C=NC(=NC2=O)N)CO)O. Cell line: EKVX. Synergy scores: CSS=5.11, Synergy_ZIP=3.58, Synergy_Bliss=-0.261, Synergy_Loewe=-0.479, Synergy_HSA=-0.144.